From a dataset of Forward reaction prediction with 1.9M reactions from USPTO patents (1976-2016). Predict the product of the given reaction. (1) Given the reactants IC1C=CC(C(NCCNC)=O)=CC=1.[CH3:15][N:16](C)[CH2:17][CH2:18][NH:19][C:20](=[O:43])[C:21]1[CH:26]=[CH:25][C:24]([NH:27][C:28]2[N:33]=[C:32]([C:34]3[N:35]([CH:40]([CH3:42])[CH3:41])[C:36]([CH3:39])=[N:37][CH:38]=3)[CH:31]=[CH:30][N:29]=2)=[CH:23][CH:22]=1, predict the reaction product. The product is: [CH3:15][NH:16][CH2:17][CH2:18][NH:19][C:20](=[O:43])[C:21]1[CH:26]=[CH:25][C:24]([NH:27][C:28]2[N:33]=[C:32]([C:34]3[N:35]([CH:40]([CH3:41])[CH3:42])[C:36]([CH3:39])=[N:37][CH:38]=3)[CH:31]=[CH:30][N:29]=2)=[CH:23][CH:22]=1. (2) The product is: [N:36]1[CH:37]=[CH:38][N:39]=[CH:40][C:35]=1[C:33]1[N:34]=[C:28]([CH:13]2[CH2:14][CH:15]([C:17]3[CH:22]=[CH:21][C:20]([O:23][C:24]([F:25])([F:27])[F:26])=[CH:19][CH:18]=3)[CH2:16][N:11]([C:9]([N:6]3[CH2:7][CH2:8][CH:3]([C:1]#[N:2])[CH2:4][CH2:5]3)=[O:10])[CH2:12]2)[O:29][N:32]=1. Given the reactants [C:1]([CH:3]1[CH2:8][CH2:7][N:6]([C:9]([N:11]2[CH2:16][CH:15]([C:17]3[CH:22]=[CH:21][C:20]([O:23][C:24]([F:27])([F:26])[F:25])=[CH:19][CH:18]=3)[CH2:14][CH:13]([C:28](O)=[O:29])[CH2:12]2)=[O:10])[CH2:5][CH2:4]1)#[N:2].O[NH:32][C:33]([C:35]1[CH:40]=[N:39][CH:38]=[CH:37][N:36]=1)=[NH:34], predict the reaction product. (3) Given the reactants [ClH:1].CC(C)(C)C(O[NH:7][C@@H:8]1[C:14](=[O:15])[NH:13][C:12]2[C:16]([O:20][C:21]3[CH:26]=[CH:25][CH:24]=[CH:23][CH:22]=3)=[CH:17][CH:18]=[CH:19][C:11]=2[S:10][CH2:9]1)=O, predict the reaction product. The product is: [ClH:1].[NH2:7][C@@H:8]1[C:14](=[O:15])[NH:13][C:12]2[C:16]([O:20][C:21]3[CH:22]=[CH:23][CH:24]=[CH:25][CH:26]=3)=[CH:17][CH:18]=[CH:19][C:11]=2[S:10][CH2:9]1. (4) Given the reactants [Cl:1][C:2]1[S:3][C:4]([S:8](Cl)(=[O:10])=[O:9])=[C:5]([CH3:7])[N:6]=1.Cl.[NH:13]1[CH2:16][CH2:15][CH2:14]1.C(N(CC)CC)C, predict the reaction product. The product is: [N:13]1([S:8]([C:4]2[S:3][C:2]([Cl:1])=[N:6][C:5]=2[CH3:7])(=[O:10])=[O:9])[CH2:16][CH2:15][CH2:14]1. (5) Given the reactants [C:1]([C:3]1[CH:8]=[CH:7][CH:6]=[CH:5][C:4]=1[CH:9]1[CH2:14][CH2:13][N:12]([C:15]2[C:16]([C:29]([F:32])([F:31])[F:30])=[C:17]([NH:21][NH:22][C:23](=[O:28])[CH2:24][CH:25]3[CH2:27][CH2:26]3)[N:18]=[N:19][CH:20]=2)[CH2:11][CH2:10]1)#[N:2].P(Cl)(Cl)(Cl)=[O:34], predict the reaction product. The product is: [C:23]([O-:28])(=[O:34])[CH3:24].[NH4+:2].[CH:25]1([CH2:24][C:23]2[N:18]3[N:19]=[CH:20][C:15]([N:12]4[CH2:13][CH2:14][CH:9]([C:4]5[CH:5]=[CH:6][CH:7]=[CH:8][C:3]=5[C:1]#[N:2])[CH2:10][CH2:11]4)=[C:16]([C:29]([F:32])([F:31])[F:30])[C:17]3=[N:21][N:22]=2)[CH2:27][CH2:26]1. (6) Given the reactants [CH3:1][O:2][CH2:3][CH2:4][NH:5][CH2:6][CH2:7][O:8][CH3:9].[CH:10](O)=O.C=O.Cl, predict the reaction product. The product is: [CH3:1][O:2][CH2:3][CH2:4][N:5]([CH2:6][CH2:7][O:8][CH3:9])[CH3:10].